The task is: Predict which catalyst facilitates the given reaction.. This data is from Catalyst prediction with 721,799 reactions and 888 catalyst types from USPTO. (1) Product: [C:21]([C:7]1[C:8]2[S:12][C:11]([NH:13][C:14]([CH:16]3[CH2:18][CH2:17]3)=[O:15])=[N:10][C:9]=2[CH:19]=[CH:20][C:6]=1[O:5][C:4]1[CH:3]=[C:2]([NH:1][C:31](=[O:32])[C:30]2[CH:34]=[CH:35][C:36]([C:37]([F:38])([F:39])[F:40])=[C:28]([C:27]([F:26])([F:41])[F:42])[CH:29]=2)[CH:25]=[CH:24][CH:23]=1)#[N:22]. Reactant: [NH2:1][C:2]1[CH:3]=[C:4]([CH:23]=[CH:24][CH:25]=1)[O:5][C:6]1[CH:20]=[CH:19][C:9]2[N:10]=[C:11]([NH:13][C:14]([CH:16]3[CH2:18][CH2:17]3)=[O:15])[S:12][C:8]=2[C:7]=1[C:21]#[N:22].[F:26][C:27]([F:42])([F:41])[C:28]1[CH:29]=[C:30]([CH:34]=[CH:35][C:36]=1[C:37]([F:40])([F:39])[F:38])[C:31](O)=[O:32].F[P-](F)(F)(F)(F)F.N1(OC(N(C)C)=[N+](C)C)C2N=CC=CC=2N=N1.N1C=CC=CC=1. The catalyst class is: 13. (2) Reactant: [OH-].[Na+].[NH2:3][C:4]1[C:5]2[C:12]([C:13]3[CH:14]=[N:15][C:16]4[C:21]([CH:22]=3)=[CH:20][CH:19]=[CH:18][CH:17]=4)=[C:11](Br)[N:10]([CH2:24][C@@H:25]([NH:29][C:30](=O)[O:31]C(C)(C)C)[CH2:26][CH:27]=[CH2:28])[C:6]=2[N:7]=[CH:8][N:9]=1.[CH2:37]1COC[CH2:38]1. Product: [NH2:3][C:4]1[C:5]2[C:12]([C:13]3[CH:14]=[N:15][C:16]4[C:21]([CH:22]=3)=[CH:20][CH:19]=[CH:18][CH:17]=4)=[C:11]3[N:10]([C:6]=2[N:7]=[CH:8][N:9]=1)[CH2:24][C@@H:25]([NH:29][C:30](=[O:31])[CH:37]=[CH2:38])[CH:26]=[C:27]3[CH3:28]. The catalyst class is: 73. (3) Reactant: N[C:2]1[CH:7]=[CH:6][CH:5]=[CH:4][C:3]=1[S:8]([NH:11][C:12]1[CH:13]=[CH:14][CH:15]=[C:16]2[C:21]=1[N:20]=[C:19]([Cl:22])[CH:18]=[CH:17]2)(=[O:10])=[O:9].N(OC(C)(C)C)=O.CC(O)=O. Product: [Cl:22][C:19]1[CH:18]=[CH:17][C:16]2[C:21]([N:20]=1)=[C:12]1[C:13]([C:4]3[C:3]([S:8](=[O:10])(=[O:9])[NH:11]1)=[CH:2][CH:7]=[CH:6][CH:5]=3)=[CH:14][CH:15]=2. The catalyst class is: 1. (4) Reactant: C(=O)([O-])[O-].[Cs+].[Cs+].[O:7]1[CH2:12][CH2:11][CH:10](OS(C)(=O)=O)[CH2:9][CH2:8]1.[F:18][C:19]1[CH:24]=[CH:23][C:22]([F:25])=[CH:21][C:20]=1[S:26]([N:29]([C:33]1[CH:38]=[CH:37][CH:36]=[C:35]([C:39]2[NH:40][N:41]=[CH:42][C:43]=2[C:44]2[CH:49]=[CH:48][N:47]=[CH:46][CH:45]=2)[C:34]=1[F:50])COC)(=[O:28])=[O:27].O. Product: [F:18][C:19]1[CH:24]=[CH:23][C:22]([F:25])=[CH:21][C:20]=1[S:26]([NH:29][C:33]1[CH:38]=[CH:37][CH:36]=[C:35]([C:39]2[C:43]([C:44]3[CH:49]=[CH:48][N:47]=[CH:46][CH:45]=3)=[CH:42][N:41]([CH:10]3[CH2:9][CH2:8][O:7][CH2:12][CH2:11]3)[N:40]=2)[C:34]=1[F:50])(=[O:27])=[O:28]. The catalyst class is: 31. (5) Product: [C:41]([O:61][C:58]([N:8]1[CH2:7][CH2:6][C:5]2[C:10](=[CH:11][C:2]([N:64]3[CH2:69][CH2:68][O:67][CH2:66][CH2:65]3)=[CH:3][CH:4]=2)[CH2:9]1)=[O:59])([CH3:40])([CH3:36])[CH3:42]. Reactant: Br[C:2]1[CH:11]=[C:10]2[C:5]([CH2:6][CH2:7][NH:8][CH2:9]2)=[CH:4][CH:3]=1.C1C=CC(P(C2C(C3C(P(C4C=CC=CC=4)C4C=CC=CC=4)=C[CH:42]=[C:41]4[C:36]=3C=CC=[CH:40]4)=[C:42]3[C:41]([CH:40]=CC=C3)=[CH:36]C=2)C2C=CC=CC=2)=CC=1.[C:58]([O-:61])([O-])=[O:59].[Cs+].[Cs+].[NH:64]1[CH2:69][CH2:68][O:67][CH2:66][CH2:65]1. The catalyst class is: 101.